From a dataset of Forward reaction prediction with 1.9M reactions from USPTO patents (1976-2016). Predict the product of the given reaction. (1) Given the reactants [NH2:1][C:2]1[CH:3]=[C:4]2[C:8](=[CH:9][CH:10]=1)[N:7](OC(=O)C(C)(C)C)[N:6]=[C:5]2[C:18]1[NH:19][CH:20]=[CH:21][CH:22]=1.[C:23](Cl)(=[O:30])[C:24]1[CH:29]=[CH:28][N:27]=[CH:26][CH:25]=1.C(N(CC)CC)C, predict the reaction product. The product is: [NH:19]1[CH:20]=[CH:21][CH:22]=[C:18]1[C:5]1[C:4]2[C:8](=[CH:9][CH:10]=[C:2]([NH:1][C:23](=[O:30])[C:24]3[CH:29]=[CH:28][N:27]=[CH:26][CH:25]=3)[CH:3]=2)[NH:7][N:6]=1. (2) The product is: [C:1](=[O:5])([O-:3])[O-:2].[NH4+:4].[NH4+:4].[C:1](=[O:5])([OH:3])[O-:2].[NH4+:4]. Given the reactants [C:1](=[O:3])=[O:2].[NH3:4].[OH2:5], predict the reaction product.